From a dataset of Reaction yield outcomes from USPTO patents with 853,638 reactions. Predict the reaction yield, written as a fraction of the theoretical maximum amount of product (1.0 means a 100% yield; for example, 0.34 means a 34% yield). The catalyst is C(Cl)Cl. The reactants are Cl[CH2:2][C:3]1[C:8]([CH2:9][Cl:10])=[N:7][CH:6]=[CH:5][N:4]=1.[CH2:11]([O:13][C:14](=[O:25])[CH:15]([NH:21][C:22](=[O:24])[CH3:23])[C:16]([O:18][CH2:19][CH3:20])=[O:17])[CH3:12]. The yield is 0.560. The product is [C:22]([NH:21][C:15]([CH2:2][C:3]1[C:8]([CH2:9][Cl:10])=[N:7][CH:6]=[CH:5][N:4]=1)([C:16]([O:18][CH2:19][CH3:20])=[O:17])[C:14]([O:13][CH2:11][CH3:12])=[O:25])(=[O:24])[CH3:23].